Dataset: Experimentally validated miRNA-target interactions with 360,000+ pairs, plus equal number of negative samples. Task: Binary Classification. Given a miRNA mature sequence and a target amino acid sequence, predict their likelihood of interaction. (1) The miRNA is cel-miR-392-3p with sequence UAUCAUCGAUCACGUGUGAUGA. The protein sequence of the target gene is MAQLQARFYSENKKYAVDDVPFSIPAAAEVADLSNIINKLLETKNELHKHVEFDFLIKGQFLRVPLVKHMELENISSEEVVELEYVEKYTAPQPEQCMFHDDWISSIEGAEEWILSGSYDKTSRIWSLEGKSIMTIVGHTDVVKDVAWVKKDSLSCLLLTASMDQTVLLWEWNVEKNKVKALHCCRGHAGSVDAIAVDSSGAKFCSGSWDKMLKIWSTVPTDEEDEMEEATNRPRKKQKTEQLGLTRTPLVTLSGHTEAISSVLWSDAEEICSASWDHTIRVWDVESGGLKSTLTGNKVF.... Result: 0 (no interaction). (2) The miRNA is hsa-miR-527 with sequence CUGCAAAGGGAAGCCCUUUC. The protein sequence of the target gene is MACPLDQAIGLLVAIFHKYSGKEGDKHTLSKKELKELIQKELTIGSKLQDAEIARLMDDLDRNKDQEVNFQEYVAFLGALALIYNEALK. Result: 0 (no interaction).